Dataset: Forward reaction prediction with 1.9M reactions from USPTO patents (1976-2016). Task: Predict the product of the given reaction. (1) Given the reactants [Cl:1][C:2]1[C:17]([O:18]COC)=[CH:16][C:5]([O:6][C:7]2[N:11]([CH3:12])[N:10]=[C:9]([CH3:13])[C:8]=2[CH:14]=O)=[C:4]([CH3:22])[CH:3]=1.O.NN.[OH-].[K+].S(=O)(=O)(O)O, predict the reaction product. The product is: [Cl:1][C:2]1[CH:3]=[C:4]([CH3:22])[C:5]([O:6][C:7]2[N:11]([CH3:12])[N:10]=[C:9]([CH3:13])[C:8]=2[CH3:14])=[CH:16][C:17]=1[OH:18]. (2) Given the reactants C(OC([NH:8][C:9]([CH3:37])([CH2:30][C:31]1[CH:36]=[CH:35][CH:34]=[CH:33][CH:32]=1)[CH2:10][O:11][CH2:12][C:13]1[CH:14]=[C:15]([CH:19]=[C:20]([N:22]([S:26]([CH3:29])(=[O:28])=[O:27])[CH2:23][CH2:24][CH3:25])[CH:21]=1)[C:16](O)=[O:17])=O)(C)(C)C.[C:38]1([CH:44]2[CH2:48][CH2:47][CH2:46][NH:45]2)[CH:43]=[CH:42][CH:41]=[CH:40][CH:39]=1.NC(C)(CC1C=CC=CC=1)COCC1C=C(C=C(N(S(C)(=O)=O)CCC)C=1)C(NC(C1C=CC=CC=1)C(F)(F)F)=O.N, predict the reaction product. The product is: [NH2:8][C:9]([CH3:37])([CH2:30][C:31]1[CH:32]=[CH:33][CH:34]=[CH:35][CH:36]=1)[CH2:10][O:11][CH2:12][C:13]1[CH:21]=[C:20]([N:22]([CH2:23][CH2:24][CH3:25])[S:26]([CH3:29])(=[O:28])=[O:27])[CH:19]=[C:15]([C:16]([N:45]2[CH2:46][CH2:47][CH2:48][CH:44]2[C:38]2[CH:43]=[CH:42][CH:41]=[CH:40][CH:39]=2)=[O:17])[CH:14]=1. (3) The product is: [CH3:16][C:15]1[C:14]([O:17][CH:18]2[CH2:23][CH2:22][N:21]([C:24]([O:25][C:26]3([CH3:29])[CH2:28][CH2:27]3)=[O:30])[CH2:20][CH2:19]2)=[N:13][CH:12]=[N:11][C:10]=1[N:8]1[CH2:9][C:5]2[CH:4]=[N:3][N:2]([CH3:1])[C:6]=2[CH2:7]1. Given the reactants [CH3:1][N:2]1[C:6]2[CH2:7][N:8]([C:10]3[C:15]([CH3:16])=[C:14]([O:17][CH:18]4[CH2:23][CH2:22][NH:21][CH2:20][CH2:19]4)[N:13]=[CH:12][N:11]=3)[CH2:9][C:5]=2[CH:4]=[N:3]1.[C:24](=O)([O:30]C1C=CC([N+]([O-])=O)=CC=1)[O:25][C:26]1([CH3:29])[CH2:28][CH2:27]1.C(N(CC)CC)C, predict the reaction product. (4) Given the reactants [CH2:1]([O:3][C:4]([C:6]1[CH2:7][CH2:8][N:9]2[C:14](=[O:15])[CH2:13][O:12][CH2:11][C:10]=12)=[O:5])[CH3:2], predict the reaction product. The product is: [CH2:1]([O:3][C:4]([CH:6]1[CH:10]2[CH2:11][O:12][CH2:13][C:14](=[O:15])[N:9]2[CH2:8][CH2:7]1)=[O:5])[CH3:2]. (5) Given the reactants Cl.[CH3:2][O:3][C:4]1[CH:5]=[C:6]2[C:11](=[CH:12][C:13]=1[O:14][CH3:15])[CH2:10][NH:9][CH2:8][CH2:7]2.C(=O)([O-])[O-].[K+].[K+].Br[CH2:23][C:24]([O:26][CH3:27])=[O:25], predict the reaction product. The product is: [CH3:2][O:3][C:4]1[CH:5]=[C:6]2[C:11](=[CH:12][C:13]=1[O:14][CH3:15])[CH2:10][N:9]([CH2:23][C:24]([O:26][CH3:27])=[O:25])[CH2:8][CH2:7]2. (6) Given the reactants [CH2:1]([N:3]([CH2:9][C:10]1[CH:15]=[C:14]([C:16]([F:19])([F:18])[F:17])[CH:13]=[CH:12][C:11]=1[C:20]1[N:25]=[C:24]([CH3:26])[CH:23]=[CH:22][N:21]=1)[C:4]([CH:6]1[CH2:8][CH2:7]1)=[O:5])[CH3:2].[Br:27]N1C(=O)CCC1=O, predict the reaction product. The product is: [Br:27][CH2:26][C:24]1[CH:23]=[CH:22][N:21]=[C:20]([C:11]2[CH:12]=[CH:13][C:14]([C:16]([F:19])([F:18])[F:17])=[CH:15][C:10]=2[CH2:9][N:3]([CH2:1][CH3:2])[C:4]([CH:6]2[CH2:8][CH2:7]2)=[O:5])[N:25]=1. (7) Given the reactants [CH2:1]([O:3][C:4](=[O:13])[C:5]1[CH:10]=[CH:9][C:8](Br)=[C:7]([CH3:12])[CH:6]=1)[CH3:2].[F:14][C:15]1[CH:20]=[CH:19][C:18](B(O)O)=[CH:17][CH:16]=1, predict the reaction product. The product is: [F:14][C:15]1[CH:20]=[CH:19][C:18]([C:8]2[CH:9]=[CH:10][C:5]([C:4]([O:3][CH2:1][CH3:2])=[O:13])=[CH:6][C:7]=2[CH3:12])=[CH:17][CH:16]=1.